This data is from Forward reaction prediction with 1.9M reactions from USPTO patents (1976-2016). The task is: Predict the product of the given reaction. Given the reactants [C:1]([N:9]1[CH2:14][CH2:13][N:12]([C:15](=[O:25])[C:16]([C:18]2[CH:23]=[CH:22][C:21](I)=[CH:20][CH:19]=2)=[O:17])[CH:11]([CH3:26])[CH2:10]1)(=[O:8])[C:2]1[CH:7]=[CH:6][CH:5]=[CH:4][CH:3]=1.[NH:27]1[CH:31]=[N:30][CH:29]=[N:28]1.[OH-].[K+].CO.C(Cl)(Cl)Cl, predict the reaction product. The product is: [C:1]([N:9]1[CH2:14][CH2:13][N:12]([C:15](=[O:25])[C:16]([C:18]2[CH:23]=[CH:22][C:21]([N:27]3[CH:31]=[N:30][CH:29]=[N:28]3)=[CH:20][CH:19]=2)=[O:17])[CH:11]([CH3:26])[CH2:10]1)(=[O:8])[C:2]1[CH:7]=[CH:6][CH:5]=[CH:4][CH:3]=1.